This data is from Full USPTO retrosynthesis dataset with 1.9M reactions from patents (1976-2016). The task is: Predict the reactants needed to synthesize the given product. Given the product [CH2:13]([O:12][C:7]1[CH:6]=[C:5]2[C:4]([C:3](=[O:2])[NH:27][CH:25]=[N:20]2)=[CH:9][C:8]=1[O:10][CH3:11])[C:14]1[CH:19]=[CH:18][CH:17]=[CH:16][CH:15]=1, predict the reactants needed to synthesize it. The reactants are: C[O:2][C:3](=O)[C:4]1[CH:9]=[C:8]([O:10][CH3:11])[C:7]([O:12][CH2:13][C:14]2[CH:19]=[CH:18][CH:17]=[CH:16][CH:15]=2)=[CH:6][C:5]=1[NH2:20].O.[Na+].[Cl-].[CH:25]([NH2:27])=O.